Dataset: Reaction yield outcomes from USPTO patents with 853,638 reactions. Task: Predict the reaction yield, written as a fraction of the theoretical maximum amount of product (1.0 means a 100% yield; for example, 0.34 means a 34% yield). (1) The reactants are [F:1][C:2]1[CH:3]=[CH:4][C:5]([CH:8]=O)=[N:6][CH:7]=1.Cl.[NH2:11][OH:12].[OH-].[Na+].Cl. The catalyst is C(O)C.O. The product is [F:1][C:2]1[CH:3]=[CH:4][C:5]([CH:8]=[N:11][OH:12])=[N:6][CH:7]=1. The yield is 0.790. (2) The reactants are [CH3:1][N:2]1[CH:6]=[CH:5][CH:4]=[C:3]1[C:7]([OH:9])=O.CN(C)C=O.C(Cl)(=O)C(Cl)=O.[NH2:21][C:22]1[CH:23]=[C:24]([CH:41]=[CH:42][C:43]=1[CH3:44])[O:25][C:26]1[CH:27]=[CH:28][C:29]2[N:30]([CH:32]=[C:33]([NH:35][C:36]([CH:38]3[CH2:40][CH2:39]3)=[O:37])[N:34]=2)[N:31]=1. The catalyst is CN(C)C(=O)C.O1CCCC1. The product is [CH:38]1([C:36]([NH:35][C:33]2[N:34]=[C:29]3[CH:28]=[CH:27][C:26]([O:25][C:24]4[CH:41]=[CH:42][C:43]([CH3:44])=[C:22]([NH:21][C:7]([C:3]5[N:2]([CH3:1])[CH:6]=[CH:5][CH:4]=5)=[O:9])[CH:23]=4)=[N:31][N:30]3[CH:32]=2)=[O:37])[CH2:39][CH2:40]1. The yield is 0.0600.